Dataset: Forward reaction prediction with 1.9M reactions from USPTO patents (1976-2016). Task: Predict the product of the given reaction. Given the reactants [C:1]([C:5]1[O:9][N:8]=[C:7]([NH:10][C:11]([NH:13][C:14]2[CH:19]=[CH:18][CH:17]=[C:16]([O:20][C:21]3[C:30]4[C:25](=[CH:26][C:27]([O:32][CH3:33])=[C:28]([OH:31])[CH:29]=4)[N:24]=[CH:23][N:22]=3)[CH:15]=2)=[O:12])[CH:6]=1)([CH3:4])([CH3:3])[CH3:2].[CH2:34]([C@@H:36]1[O:38][CH2:37]1)Cl, predict the reaction product. The product is: [C:1]([C:5]1[O:9][N:8]=[C:7]([NH:10][C:11]([NH:13][C:14]2[CH:19]=[CH:18][CH:17]=[C:16]([O:20][C:21]3[C:30]4[C:25](=[CH:26][C:27]([O:32][CH3:33])=[C:28]([O:31][CH2:34][C@H:36]5[CH2:37][O:38]5)[CH:29]=4)[N:24]=[CH:23][N:22]=3)[CH:15]=2)=[O:12])[CH:6]=1)([CH3:4])([CH3:2])[CH3:3].